Predict the product of the given reaction. From a dataset of Forward reaction prediction with 1.9M reactions from USPTO patents (1976-2016). (1) Given the reactants C(=O)([O-])[O-].[Na+].[Na+].[CH3:7][C:8]([CH3:18])([CH3:17])[CH2:9][CH2:10][CH:11]1[CH2:15][CH2:14][CH2:13][C:12]1=O.Cl.[NH2:20][OH:21], predict the reaction product. The product is: [CH3:7][C:8]([CH3:18])([CH3:17])[CH2:9][CH2:10][CH:11]1[CH2:15][CH2:14][CH2:13][C:12]1=[N:20][OH:21]. (2) Given the reactants [CH3:1][C:2]1[CH:7]=[CH:6][CH:5]=[CH:4][C:3]=1[N:8]1[CH:13]=[CH:12][CH:11]=[C:10]([C:14]([O:16]C)=[O:15])[C:9]1=[O:18].[OH-].[Na+].Cl, predict the reaction product. The product is: [CH3:1][C:2]1[CH:7]=[CH:6][CH:5]=[CH:4][C:3]=1[N:8]1[CH:13]=[CH:12][CH:11]=[C:10]([C:14]([OH:16])=[O:15])[C:9]1=[O:18].